This data is from Full USPTO retrosynthesis dataset with 1.9M reactions from patents (1976-2016). The task is: Predict the reactants needed to synthesize the given product. Given the product [Cl:21][C:22]1[C:29]([CH3:1])=[C:28]([F:30])[CH:27]=[CH:26][C:23]=1[C:24]#[N:25], predict the reactants needed to synthesize it. The reactants are: [CH:1](NC(C)C)(C)C.C([Li])CCC.[Li+].CC([N-]C(C)C)C.[Cl:21][C:22]1[CH:29]=[C:28]([F:30])[CH:27]=[CH:26][C:23]=1[C:24]#[N:25].IC.[Cl-].[NH4+].